From a dataset of Peptide-MHC class I binding affinity with 185,985 pairs from IEDB/IMGT. Regression. Given a peptide amino acid sequence and an MHC pseudo amino acid sequence, predict their binding affinity value. This is MHC class I binding data. The peptide sequence is RPRQRGIPF. The MHC is HLA-B08:02 with pseudo-sequence HLA-B08:02. The binding affinity (normalized) is 0.422.